From a dataset of Full USPTO retrosynthesis dataset with 1.9M reactions from patents (1976-2016). Predict the reactants needed to synthesize the given product. (1) Given the product [NH2:22][C:11]1[N:10]([C:4]2[CH:5]=[CH:6][C:7]([O:8][CH3:9])=[C:2]([F:1])[CH:3]=2)[C:23](=[O:26])[CH:24]=[CH:25][C:12]=1[C:13](=[O:14])[C:15]1[CH:16]=[CH:17][C:18]([F:21])=[CH:19][CH:20]=1, predict the reactants needed to synthesize it. The reactants are: [F:1][C:2]1[CH:3]=[C:4]([NH:10][C:11](=[NH:22])[CH2:12][C:13]([C:15]2[CH:20]=[CH:19][C:18]([F:21])=[CH:17][CH:16]=2)=[O:14])[CH:5]=[CH:6][C:7]=1[O:8][CH3:9].[C:23](OC)(=[O:26])[C:24]#[CH:25]. (2) Given the product [CH2:19]([C:21]1[N:22]=[C:23]([C:26]2[CH:31]=[CH:30][C:29]([O:32][CH2:2][CH2:3][CH2:4][O:5][C:6]3[CH:7]=[C:8]4[C:12](=[CH:13][CH:14]=3)[C@H:11]([CH2:15][C:16]([O:45][CH2:44][CH3:35])=[O:18])[CH2:10][CH2:9]4)=[C:28]([O:33][CH3:34])[CH:27]=2)[O:24][CH:25]=1)[CH3:20], predict the reactants needed to synthesize it. The reactants are: Br[CH2:2][CH2:3][CH2:4][O:5][C:6]1[CH:7]=[C:8]2[C:12](=[CH:13][CH:14]=1)[C@H:11]([CH2:15][C:16]([O-:18])=O)[CH2:10][CH2:9]2.[CH2:19]([C:21]1[N:22]=[C:23]([C:26]2[CH:31]=[CH:30][C:29]([OH:32])=[C:28]([O:33][CH3:34])[CH:27]=2)[O:24][CH:25]=1)[CH3:20].[C:35]([O-])([O-])=O.[Cs+].[Cs+].CN([CH:44]=[O:45])C.